This data is from NCI-60 drug combinations with 297,098 pairs across 59 cell lines. The task is: Regression. Given two drug SMILES strings and cell line genomic features, predict the synergy score measuring deviation from expected non-interaction effect. (1) Drug 1: CC1=CC2C(CCC3(C2CCC3(C(=O)C)OC(=O)C)C)C4(C1=CC(=O)CC4)C. Drug 2: COCCOC1=C(C=C2C(=C1)C(=NC=N2)NC3=CC=CC(=C3)C#C)OCCOC.Cl. Cell line: MOLT-4. Synergy scores: CSS=13.7, Synergy_ZIP=5.65, Synergy_Bliss=9.97, Synergy_Loewe=7.75, Synergy_HSA=8.53. (2) Drug 1: CC1=C(C=C(C=C1)C(=O)NC2=CC(=CC(=C2)C(F)(F)F)N3C=C(N=C3)C)NC4=NC=CC(=N4)C5=CN=CC=C5. Drug 2: C1=CN(C=N1)CC(O)(P(=O)(O)O)P(=O)(O)O. Cell line: SK-MEL-2. Synergy scores: CSS=-4.81, Synergy_ZIP=8.04, Synergy_Bliss=10.2, Synergy_Loewe=6.42, Synergy_HSA=3.32. (3) Drug 1: CCC1=C2CN3C(=CC4=C(C3=O)COC(=O)C4(CC)O)C2=NC5=C1C=C(C=C5)O. Drug 2: CC1=C(C(=CC=C1)Cl)NC(=O)C2=CN=C(S2)NC3=CC(=NC(=N3)C)N4CCN(CC4)CCO. Cell line: HCT116. Synergy scores: CSS=27.8, Synergy_ZIP=-1.03, Synergy_Bliss=-0.679, Synergy_Loewe=-26.9, Synergy_HSA=-0.278. (4) Drug 2: CC1C(C(CC(O1)OC2CC(CC3=C2C(=C4C(=C3O)C(=O)C5=C(C4=O)C(=CC=C5)OC)O)(C(=O)CO)O)N)O.Cl. Drug 1: CC1C(C(=O)NC(C(=O)N2CCCC2C(=O)N(CC(=O)N(C(C(=O)O1)C(C)C)C)C)C(C)C)NC(=O)C3=C4C(=C(C=C3)C)OC5=C(C(=O)C(=C(C5=N4)C(=O)NC6C(OC(=O)C(N(C(=O)CN(C(=O)C7CCCN7C(=O)C(NC6=O)C(C)C)C)C)C(C)C)C)N)C. Synergy scores: CSS=35.4, Synergy_ZIP=-0.520, Synergy_Bliss=1.10, Synergy_Loewe=0.0188, Synergy_HSA=1.45. Cell line: SF-295. (5) Drug 1: C1C(C(OC1N2C=NC3=C(N=C(N=C32)Cl)N)CO)O. Cell line: MALME-3M. Drug 2: C1CCC(C(C1)N)N.C(=O)(C(=O)[O-])[O-].[Pt+4]. Synergy scores: CSS=31.3, Synergy_ZIP=-9.83, Synergy_Bliss=-4.26, Synergy_Loewe=-7.18, Synergy_HSA=1.75. (6) Drug 1: CC1=C2C(C(=O)C3(C(CC4C(C3C(C(C2(C)C)(CC1OC(=O)C(C(C5=CC=CC=C5)NC(=O)C6=CC=CC=C6)O)O)OC(=O)C7=CC=CC=C7)(CO4)OC(=O)C)O)C)OC(=O)C. Drug 2: N.N.Cl[Pt+2]Cl. Cell line: SR. Synergy scores: CSS=56.7, Synergy_ZIP=-5.63, Synergy_Bliss=-7.60, Synergy_Loewe=-6.89, Synergy_HSA=-3.77. (7) Drug 2: C1C(C(OC1N2C=NC3=C(N=C(N=C32)Cl)N)CO)O. Drug 1: COC1=CC(=CC(=C1O)OC)C2C3C(COC3=O)C(C4=CC5=C(C=C24)OCO5)OC6C(C(C7C(O6)COC(O7)C8=CC=CS8)O)O. Cell line: HCC-2998. Synergy scores: CSS=33.3, Synergy_ZIP=-1.21, Synergy_Bliss=0.966, Synergy_Loewe=2.80, Synergy_HSA=3.46.